This data is from Peptide-MHC class I binding affinity with 185,985 pairs from IEDB/IMGT. The task is: Regression. Given a peptide amino acid sequence and an MHC pseudo amino acid sequence, predict their binding affinity value. This is MHC class I binding data. (1) The peptide sequence is ITLHLACGF. The MHC is HLA-A32:01 with pseudo-sequence HLA-A32:01. The binding affinity (normalized) is 0.968. (2) The peptide sequence is YTVKYPIL. The MHC is H-2-Kb with pseudo-sequence H-2-Kb. The binding affinity (normalized) is 0.438. (3) The peptide sequence is CRHCLNLLL. The MHC is HLA-A23:01 with pseudo-sequence HLA-A23:01. The binding affinity (normalized) is 0.248. (4) The peptide sequence is AFPTSCHM. The MHC is HLA-A23:01 with pseudo-sequence HLA-A23:01. The binding affinity (normalized) is 0. (5) The peptide sequence is ALSTNHGHK. The MHC is HLA-A11:01 with pseudo-sequence HLA-A11:01. The binding affinity (normalized) is 0.406. (6) The MHC is HLA-A31:01 with pseudo-sequence HLA-A31:01. The peptide sequence is AVYGNIKHK. The binding affinity (normalized) is 0.447. (7) The peptide sequence is FASFYYIWK. The MHC is HLA-A33:01 with pseudo-sequence HLA-A33:01. The binding affinity (normalized) is 0.315. (8) The peptide sequence is GAGVASADP. The MHC is HLA-A02:01 with pseudo-sequence HLA-A02:01. The binding affinity (normalized) is 0. (9) The peptide sequence is DSMGQGDAY. The MHC is HLA-B27:03 with pseudo-sequence HLA-B27:03. The binding affinity (normalized) is 0.0847. (10) The peptide sequence is TDDNALAYY. The MHC is HLA-A24:02 with pseudo-sequence HLA-A24:02. The binding affinity (normalized) is 0.